Dataset: Forward reaction prediction with 1.9M reactions from USPTO patents (1976-2016). Task: Predict the product of the given reaction. The product is: [Br:19][C:6]1[C:7]([O:11][C:12]([CH3:18])([CH3:17])[C:13]([O:15][CH3:16])=[O:14])=[CH:8][CH:9]=[C:10]2[C:5]=1[CH:4]=[CH:3][N:2]=[CH:1]2. Given the reactants [CH:1]1[C:10]2[C:5](=[CH:6][C:7]([O:11][C:12]([CH3:18])([CH3:17])[C:13]([O:15][CH3:16])=[O:14])=[CH:8][CH:9]=2)[CH:4]=[CH:3][N:2]=1.[Br:19]Br, predict the reaction product.